Task: Predict the product of the given reaction.. Dataset: Forward reaction prediction with 1.9M reactions from USPTO patents (1976-2016) (1) Given the reactants [OH:1][CH2:2][CH2:3][C:4]1[CH:5]=[C:6]([CH:17]=[CH:18][CH:19]=1)[CH2:7][CH:8]([C:13]([O:15][CH3:16])=[O:14])[C:9]([O:11][CH3:12])=[O:10].[C:20]1([N:26]=[C:27]=[O:28])[CH:25]=[CH:24][CH:23]=[CH:22][CH:21]=1, predict the reaction product. The product is: [NH:26]([C:27]([O:1][CH2:2][CH2:3][C:4]1[CH:5]=[C:6]([CH:17]=[CH:18][CH:19]=1)[CH2:7][CH:8]([C:9]([O:11][CH3:12])=[O:10])[C:13]([O:15][CH3:16])=[O:14])=[O:28])[C:20]1[CH:25]=[CH:24][CH:23]=[CH:22][CH:21]=1. (2) Given the reactants Br[C:2]1[C:6](C)=[CH:5][S:4][CH:3]=1.[CH3:8]CCCCC.C([Li])CCC.CON(C)[C:22](=[O:24])[CH3:23].[Cl-].[NH4+], predict the reaction product. The product is: [CH3:6][C:2]1[C:23]([C:22](=[O:24])[CH3:8])=[CH:5][S:4][CH:3]=1. (3) Given the reactants CN(OC)[C:3]([C:5]1[S:6][C:7]2[CH:14]=[C:13]([C:15]([F:18])([F:17])[F:16])[CH:12]=[CH:11][C:8]=2[C:9]=1[CH3:10])=[O:4].[CH:21]([Mg]Br)=[CH2:22], predict the reaction product. The product is: [CH3:10][C:9]1[C:8]2[CH:11]=[CH:12][C:13]([C:15]([F:18])([F:17])[F:16])=[CH:14][C:7]=2[S:6][C:5]=1[C:3](=[O:4])[CH:21]=[CH2:22]. (4) Given the reactants [C:1]([C:4]1[C:5]([NH:14][C:15]2[C:20]([F:21])=[CH:19][C:18]([N:22]3[CH2:27][CH2:26][N:25]([C:28]([O:30][C:31]([CH3:34])([CH3:33])[CH3:32])=[O:29])[CH2:24][CH2:23]3)=[CH:17][C:16]=2[F:35])=[N:6][C:7]([S:12][CH3:13])=[N:8][C:9]=1[NH:10][NH2:11])(=[O:3])[NH2:2].[CH3:36]OC(OC)OC, predict the reaction product. The product is: [C:1]([C:4]1[C:9]2[N:8]([CH:36]=[N:11][N:10]=2)[C:7]([S:12][CH3:13])=[N:6][C:5]=1[NH:14][C:15]1[C:16]([F:35])=[CH:17][C:18]([N:22]2[CH2:23][CH2:24][N:25]([C:28]([O:30][C:31]([CH3:32])([CH3:34])[CH3:33])=[O:29])[CH2:26][CH2:27]2)=[CH:19][C:20]=1[F:21])(=[O:3])[NH2:2]. (5) The product is: [Cl:33][C:29]1[CH:28]=[C:27]([N:26]2[C:22]([CH2:21][NH:20][C:18]([NH:17][C:13]3[C:14]([CH3:16])=[N:15][C:10]([CH2:9][OH:8])=[CH:11][CH:12]=3)=[O:19])=[CH:23][C:24]([C:34]([F:37])([F:35])[F:36])=[N:25]2)[CH:32]=[CH:31][CH:30]=1. Given the reactants [Si]([O:8][CH2:9][C:10]1[N:15]=[C:14]([CH3:16])[C:13]([NH:17][C:18]([NH:20][CH2:21][C:22]2[N:26]([C:27]3[CH:32]=[CH:31][CH:30]=[C:29]([Cl:33])[CH:28]=3)[N:25]=[C:24]([C:34]([F:37])([F:36])[F:35])[CH:23]=2)=[O:19])=[CH:12][CH:11]=1)(C(C)(C)C)(C)C.Cl, predict the reaction product. (6) Given the reactants [Br:1][C:2]1[CH:11]=[C:10]2[C:5]([C:6]([CH3:26])=[C:7]([C:19]3[CH:24]=[CH:23][C:22]([F:25])=[CH:21][CH:20]=3)[CH:8]([C:12]3[CH:17]=[CH:16][C:15](I)=[CH:14][CH:13]=3)[O:9]2)=[CH:4][C:3]=1[O:27][CH:28]1[CH2:33][CH2:32][CH2:31][CH2:30][O:29]1.[F:34][CH2:35][CH:36]1[CH2:39][N:38]([CH2:40][CH2:41][OH:42])[CH2:37]1, predict the reaction product. The product is: [Br:1][C:2]1[CH:11]=[C:10]2[C:5]([C:6]([CH3:26])=[C:7]([C:19]3[CH:24]=[CH:23][C:22]([F:25])=[CH:21][CH:20]=3)[CH:8]([C:12]3[CH:17]=[CH:16][C:15]([O:42][CH2:41][CH2:40][N:38]4[CH2:39][CH:36]([CH2:35][F:34])[CH2:37]4)=[CH:14][CH:13]=3)[O:9]2)=[CH:4][C:3]=1[O:27][CH:28]1[CH2:33][CH2:32][CH2:31][CH2:30][O:29]1. (7) Given the reactants [Br:1][CH:2]1[CH:15]=[CH:14][C:13]2[C:4](=[C:5]3[C:10](=[CH:11][N:12]=2)[CH:9]=[CH:8][CH:7]=[CH:6]3)[C:3]1=O.O=P(Cl)(Cl)[Cl:19], predict the reaction product. The product is: [Br:1][C:2]1[CH:15]=[CH:14][C:13]2[C:4](=[C:5]3[C:10](=[C:11]([Cl:19])[N:12]=2)[CH:9]=[CH:8][CH:7]=[CH:6]3)[CH:3]=1. (8) Given the reactants Cl.[NH2:2][OH:3].[OH-].[K+].C[O:7][C:8]([CH:10]([NH:13][C:14](=[O:20])[O:15][C:16]([CH3:19])([CH3:18])[CH3:17])[CH2:11][CH3:12])=O.O, predict the reaction product. The product is: [OH:3][NH:2][C:8]([CH:10]([NH:13][C:14](=[O:20])[O:15][C:16]([CH3:19])([CH3:18])[CH3:17])[CH2:11][CH3:12])=[O:7]. (9) Given the reactants [CH:1]([O:4][C:5]([C@@H:7]([NH:9][P@:10]([CH2:19][O:20][C@H:21]([CH3:33])[CH2:22][N:23]1[CH:31]=[N:30][C:29]2[C:24]1=[N:25][CH:26]=[N:27][C:28]=2[NH2:32])([O:12][C:13]1[CH:18]=[CH:17][CH:16]=[CH:15][CH:14]=1)=[O:11])[CH3:8])=[O:6])([CH3:3])[CH3:2].[C:34]([OH:41])(=[O:40])/[CH:35]=[CH:36]/[C:37]([OH:39])=[O:38], predict the reaction product. The product is: [C:34]([OH:41])(=[O:40])/[CH:35]=[CH:36]/[C:37]([OH:39])=[O:38].[CH:1]([O:4][C:5]([C@@H:7]([NH:9][P@:10]([CH2:19][O:20][C@H:21]([CH3:33])[CH2:22][N:23]1[CH:31]=[N:30][C:29]2[C:24]1=[N:25][CH:26]=[N:27][C:28]=2[NH2:32])([O:12][C:13]1[CH:18]=[CH:17][CH:16]=[CH:15][CH:14]=1)=[O:11])[CH3:8])=[O:6])([CH3:2])[CH3:3]. (10) The product is: [ClH:1].[Cl:1][C:6]1[CH:5]=[CH:4][C:3]([F:2])=[CH:8][C:7]=1[CH:9]1[CH2:10][CH2:11][NH:12][CH2:13][CH2:14]1. Given the reactants [ClH:1].[F:2][C:3]1[CH:4]=[CH:5][C:6](C(F)(F)F)=[C:7]([C:9]2[CH2:10][CH2:11][NH:12][CH2:13][CH:14]=2)[CH:8]=1.CC(O)=O, predict the reaction product.